From a dataset of Forward reaction prediction with 1.9M reactions from USPTO patents (1976-2016). Predict the product of the given reaction. Given the reactants [CH2:1]([O:4][C:5](=[O:15])[NH:6][C:7]1[CH:12]=[CH:11][C:10]([NH2:13])=[CH:9][C:8]=1[CH3:14])[CH2:2][CH3:3].[CH3:16][N:17]([CH3:30])[C:18]1[CH:29]=[CH:28][C:21]2[S:22][C:23]([CH:26]=O)=[C:24]([CH3:25])[C:20]=2[CH:19]=1.C([BH3-])#N.[Na+].C(O)(=O)C, predict the reaction product. The product is: [CH2:1]([O:4][C:5](=[O:15])[NH:6][C:7]1[CH:12]=[CH:11][C:10]([NH:13][CH2:26][C:23]2[S:22][C:21]3[CH:28]=[CH:29][C:18]([N:17]([CH3:16])[CH3:30])=[CH:19][C:20]=3[C:24]=2[CH3:25])=[CH:9][C:8]=1[CH3:14])[CH2:2][CH3:3].